From a dataset of Peptide-MHC class I binding affinity with 185,985 pairs from IEDB/IMGT. Regression. Given a peptide amino acid sequence and an MHC pseudo amino acid sequence, predict their binding affinity value. This is MHC class I binding data. (1) The peptide sequence is FLIDGPETA. The MHC is HLA-A02:01 with pseudo-sequence HLA-A02:01. The binding affinity (normalized) is 0.734. (2) The peptide sequence is RLMPDFWEF. The MHC is HLA-C15:02 with pseudo-sequence HLA-C15:02. The binding affinity (normalized) is 0.393. (3) The peptide sequence is CLYDSQGL. The MHC is HLA-A02:02 with pseudo-sequence HLA-A02:02. The binding affinity (normalized) is 0.425. (4) The peptide sequence is DEQGMSPSY. The MHC is Mamu-A11 with pseudo-sequence Mamu-A11. The binding affinity (normalized) is 0. (5) The peptide sequence is RWRRRWQQLL. The MHC is Mamu-B08 with pseudo-sequence Mamu-B08. The binding affinity (normalized) is 0.711. (6) The peptide sequence is KLYERNTAF. The MHC is HLA-A02:03 with pseudo-sequence HLA-A02:03. The binding affinity (normalized) is 0.707. (7) The peptide sequence is FSSPPAYVQQI. The MHC is Mamu-A02 with pseudo-sequence Mamu-A02. The binding affinity (normalized) is 0.268. (8) The peptide sequence is RVRPKKEVL. The MHC is HLA-A68:02 with pseudo-sequence HLA-A68:02. The binding affinity (normalized) is 0.0847. (9) The peptide sequence is AIDMSHFIK. The MHC is HLA-A11:01 with pseudo-sequence HLA-A11:01. The binding affinity (normalized) is 0.750. (10) The peptide sequence is AENRTYIY. The MHC is Mamu-B52 with pseudo-sequence Mamu-B52. The binding affinity (normalized) is 0.146.